This data is from Rat liver microsome stability data. The task is: Regression/Classification. Given a drug SMILES string, predict its absorption, distribution, metabolism, or excretion properties. Task type varies by dataset: regression for continuous measurements (e.g., permeability, clearance, half-life) or binary classification for categorical outcomes (e.g., BBB penetration, CYP inhibition). Dataset: rlm. The molecule is Cc1ccc2oc(NC3=NC4=C(C(=O)CCC4)C4(CCCC4)N3)nc2c1. The result is 1 (stable in rat liver microsomes).